Dataset: NCI-60 drug combinations with 297,098 pairs across 59 cell lines. Task: Regression. Given two drug SMILES strings and cell line genomic features, predict the synergy score measuring deviation from expected non-interaction effect. (1) Drug 1: CCCCC(=O)OCC(=O)C1(CC(C2=C(C1)C(=C3C(=C2O)C(=O)C4=C(C3=O)C=CC=C4OC)O)OC5CC(C(C(O5)C)O)NC(=O)C(F)(F)F)O. Drug 2: C(CCl)NC(=O)N(CCCl)N=O. Cell line: SW-620. Synergy scores: CSS=51.3, Synergy_ZIP=-2.96, Synergy_Bliss=-3.69, Synergy_Loewe=-11.1, Synergy_HSA=-1.92. (2) Drug 1: CC1C(C(=O)NC(C(=O)N2CCCC2C(=O)N(CC(=O)N(C(C(=O)O1)C(C)C)C)C)C(C)C)NC(=O)C3=C4C(=C(C=C3)C)OC5=C(C(=O)C(=C(C5=N4)C(=O)NC6C(OC(=O)C(N(C(=O)CN(C(=O)C7CCCN7C(=O)C(NC6=O)C(C)C)C)C)C(C)C)C)N)C. Drug 2: C1=NNC2=C1C(=O)NC=N2. Cell line: NCI-H226. Synergy scores: CSS=19.9, Synergy_ZIP=-7.35, Synergy_Bliss=-2.62, Synergy_Loewe=-19.7, Synergy_HSA=-4.11. (3) Drug 1: C1=NC2=C(N1)C(=S)N=CN2. Drug 2: C1CCC(C(C1)N)N.C(=O)(C(=O)[O-])[O-].[Pt+4]. Cell line: A549. Synergy scores: CSS=29.9, Synergy_ZIP=-4.57, Synergy_Bliss=0.00824, Synergy_Loewe=-7.89, Synergy_HSA=2.51. (4) Drug 1: CCN(CC)CCNC(=O)C1=C(NC(=C1C)C=C2C3=C(C=CC(=C3)F)NC2=O)C. Drug 2: C1CN1C2=NC(=NC(=N2)N3CC3)N4CC4. Cell line: BT-549. Synergy scores: CSS=20.9, Synergy_ZIP=-1.33, Synergy_Bliss=1.03, Synergy_Loewe=-1.89, Synergy_HSA=2.08. (5) Drug 1: C1=NC2=C(N1)C(=S)N=C(N2)N. Drug 2: CC12CCC3C(C1CCC2OP(=O)(O)O)CCC4=C3C=CC(=C4)OC(=O)N(CCCl)CCCl.[Na+]. Cell line: NCI-H460. Synergy scores: CSS=38.0, Synergy_ZIP=-2.04, Synergy_Bliss=-4.64, Synergy_Loewe=-32.3, Synergy_HSA=-3.88. (6) Drug 1: C1=CC=C(C(=C1)C(C2=CC=C(C=C2)Cl)C(Cl)Cl)Cl. Drug 2: CCC1(C2=C(COC1=O)C(=O)N3CC4=CC5=C(C=CC(=C5CN(C)C)O)N=C4C3=C2)O.Cl. Cell line: DU-145. Synergy scores: CSS=61.5, Synergy_ZIP=3.16, Synergy_Bliss=3.25, Synergy_Loewe=-41.4, Synergy_HSA=3.06. (7) Drug 1: CN(C)N=NC1=C(NC=N1)C(=O)N. Drug 2: C1=C(C(=O)NC(=O)N1)F. Cell line: HOP-62. Synergy scores: CSS=33.7, Synergy_ZIP=-0.497, Synergy_Bliss=-1.64, Synergy_Loewe=-12.8, Synergy_HSA=-4.25. (8) Drug 1: CC1=CC=C(C=C1)C2=CC(=NN2C3=CC=C(C=C3)S(=O)(=O)N)C(F)(F)F. Drug 2: CC1=C2C(C(=O)C3(C(CC4C(C3C(C(C2(C)C)(CC1OC(=O)C(C(C5=CC=CC=C5)NC(=O)C6=CC=CC=C6)O)O)OC(=O)C7=CC=CC=C7)(CO4)OC(=O)C)O)C)OC(=O)C. Cell line: HCT116. Synergy scores: CSS=54.2, Synergy_ZIP=21.1, Synergy_Bliss=16.7, Synergy_Loewe=-41.2, Synergy_HSA=11.1.